This data is from Reaction yield outcomes from USPTO patents with 853,638 reactions. The task is: Predict the reaction yield, written as a fraction of the theoretical maximum amount of product (1.0 means a 100% yield; for example, 0.34 means a 34% yield). (1) The catalyst is CN(C=O)C.CCOC(C)=O. The reactants are C(OC([C@H:8]1[NH:13][C:12]([CH3:17])([C:14]([OH:16])=O)[CH2:11][C:10](=[O:18])[N:9]1[CH3:19])=O)(C)(C)C.C[N:21](C(ON1N=NC2C=CC=CC1=2)=[N+](C)C)C.[B-](F)(F)(F)F.C1C=CC2N(O)N=NC=2C=1.CCN(C(C)C)C(C)C.O[N:62]=[C:63]([NH2:74])[C:64]1[CH:69]=[CH:68][CH:67]=[C:66]([C:70]([F:73])([F:72])[F:71])[CH:65]=1.CCCC[N+](CCCC)(CCCC)CCCC.[F-]. The product is [NH:21]=[C:8]1[N:9]([CH3:19])[C:10](=[O:18])[CH2:11][C@@:12]([CH3:17])([C:14]2[O:16][N:74]=[C:63]([C:64]3[CH:69]=[CH:68][CH:67]=[C:66]([C:70]([F:73])([F:72])[F:71])[CH:65]=3)[N:62]=2)[NH:13]1. The yield is 0.260. (2) The reactants are [Br:1][C:2]1[CH:9]=[CH:8][C:7]([O:10][CH3:11])=[CH:6][C:3]=1C=O.O.C1(C)C=CC(S(O)(=O)=O)=CC=1.C(O[CH:27]([O:31][CH2:32]C)[O:28][CH2:29]C)C. The catalyst is CO. The product is [Br:1][C:2]1[CH:9]=[CH:8][C:7]([O:10][CH3:11])=[CH:6][C:3]=1[CH:27]([O:28][CH3:29])[O:31][CH3:32]. The yield is 0.530. (3) The reactants are Br[C:2]1[CH:3]=[C:4]([CH:8]=[C:9]2[CH2:14][CH2:13][N:12]([C:15]([O:17][C:18]([CH3:21])([CH3:20])[CH3:19])=[O:16])[CH2:11][CH2:10]2)[CH:5]=[CH:6][CH:7]=1.C([O-])([O-])=O.[K+].[K+].O1[CH2:33][CH2:32]OCC1. The catalyst is O.C1C=CC([P]([Pd]([P](C2C=CC=CC=2)(C2C=CC=CC=2)C2C=CC=CC=2)([P](C2C=CC=CC=2)(C2C=CC=CC=2)C2C=CC=CC=2)[P](C2C=CC=CC=2)(C2C=CC=CC=2)C2C=CC=CC=2)(C2C=CC=CC=2)C2C=CC=CC=2)=CC=1. The product is [C:11]([C:10]1[CH:9]=[C:8]([C:2]2[CH:7]=[CH:6][CH:5]=[C:4]([CH:8]=[C:9]3[CH2:14][CH2:13][N:12]([C:15]([O:17][C:18]([CH3:21])([CH3:20])[CH3:19])=[O:16])[CH2:11][CH2:10]3)[CH:3]=2)[CH:4]=[CH:32][CH:33]=1)#[N:12]. The yield is 0.860. (4) The reactants are [CH2:1]([O:3][C:4](=[O:45])[CH2:5][NH:6][C:7]([C:9]1[C:14]([O:15]CC2C=CC=CC=2)=[C:13]([CH3:23])[N:12]=[C:11]([CH2:24][CH:25]2[CH2:30][CH2:29][N:28]([C:31]3[CH:36]=[CH:35][C:34]([C:37]4[CH:42]=[CH:41][C:40]([CH2:43][OH:44])=[CH:39][CH:38]=4)=[CH:33][CH:32]=3)[CH2:27][CH2:26]2)[N:10]=1)=[O:8])[CH3:2]. The catalyst is C(OCC)(=O)C.ClCCl.[Pd]. The product is [CH2:1]([O:3][C:4](=[O:45])[CH2:5][NH:6][C:7]([C:9]1[C:14]([OH:15])=[C:13]([CH3:23])[N:12]=[C:11]([CH2:24][CH:25]2[CH2:26][CH2:27][N:28]([C:31]3[CH:32]=[CH:33][C:34]([C:37]4[CH:38]=[CH:39][C:40]([CH2:43][OH:44])=[CH:41][CH:42]=4)=[CH:35][CH:36]=3)[CH2:29][CH2:30]2)[N:10]=1)=[O:8])[CH3:2]. The yield is 0.930. (5) The reactants are [O:1]=[C:2]1[C:10](=[CH:11][C:12]2[NH:13][C:14]3[CH2:15][CH2:16][CH2:17][CH2:18][C:19]=3[C:20]=2[CH2:21][CH2:22][C:23]([OH:25])=O)[C:9]2[C:4](=[CH:5][CH:6]=[CH:7][CH:8]=2)[NH:3]1.[C:26](N1C=CN=C1)([N:28]1C=CN=[CH:29]1)=O.CNC.O. The catalyst is CN(C)C=O. The product is [CH3:26][N:28]([CH3:29])[C:23](=[O:25])[CH2:22][CH2:21][C:20]1[C:19]2[CH2:18][CH2:17][CH2:16][CH2:15][C:14]=2[NH:13][C:12]=1[CH:11]=[C:10]1[C:9]2[C:4](=[CH:5][CH:6]=[CH:7][CH:8]=2)[NH:3][C:2]1=[O:1]. The yield is 0.830. (6) The reactants are [C:1]([O:4][C:5]1[CH:10]=[C:9]([CH3:11])[C:8]([Br:12])=[C:7]([CH3:13])[CH:6]=1)(=[O:3])[CH3:2].[Br:14]N1C(=O)CCC1=O. The catalyst is C(Cl)(Cl)(Cl)Cl.N(C(C)(C)C#N)=NC(C)(C)C#N. The product is [C:1]([O:4][C:5]1[CH:6]=[C:7]([CH3:13])[C:8]([Br:12])=[C:9]([CH2:11][Br:14])[CH:10]=1)(=[O:3])[CH3:2]. The yield is 0.730.